Dataset: Full USPTO retrosynthesis dataset with 1.9M reactions from patents (1976-2016). Task: Predict the reactants needed to synthesize the given product. (1) Given the product [C:50]([O:49][C:47]([NH:46][CH:42]([C:38]1[CH:39]=[CH:40][CH:41]=[C:36]([C:15]2[CH:16]=[C:17]3[C:9]([C:4]4[CH:5]=[CH:6][CH:7]=[CH:8][C:3]=4[O:2][CH3:1])=[N:10][N:11]([CH2:27][O:28][CH2:29][CH2:30][Si:31]([CH3:33])([CH3:34])[CH3:32])[C:12]3=[N:13][CH:14]=2)[CH:37]=1)[C:43]([OH:45])=[O:44])=[O:48])([CH3:53])([CH3:51])[CH3:52], predict the reactants needed to synthesize it. The reactants are: [CH3:1][O:2][C:3]1[CH:8]=[CH:7][CH:6]=[CH:5][C:4]=1[C:9]1[C:17]2[C:12](=[N:13][CH:14]=[C:15](B3OC(C)(C)C(C)(C)O3)[CH:16]=2)[N:11]([CH2:27][O:28][CH2:29][CH2:30][Si:31]([CH3:34])([CH3:33])[CH3:32])[N:10]=1.Br[C:36]1[CH:37]=[C:38]([CH:42]([NH:46][C:47]([O:49][C:50]([CH3:53])([CH3:52])[CH3:51])=[O:48])[C:43]([OH:45])=[O:44])[CH:39]=[CH:40][CH:41]=1.C(=O)([O-])[O-].[Na+].[Na+].Cl. (2) Given the product [CH2:9]([O:8][C:6]1[CH:5]=[CH:4][N:3]=[C:2]([N:11]2[CH2:15][CH2:14][CH:13]([OH:16])[CH2:12]2)[N:7]=1)[CH3:10], predict the reactants needed to synthesize it. The reactants are: Cl[C:2]1[N:7]=[C:6]([O:8][CH2:9][CH3:10])[CH:5]=[CH:4][N:3]=1.[NH:11]1[CH2:15][CH2:14][CH:13]([OH:16])[CH2:12]1. (3) Given the product [ClH:29].[NH2:8][C:9]([CH3:47])([CH3:48])[C:10]([O:12][CH2:13][N:14]1[C:18]2=[N:19][CH:20]=[C:21]([C:23]3[CH:28]=[CH:27][C:26]([Cl:29])=[CH:25][CH:24]=3)[CH:22]=[C:17]2[C:16]([C:30](=[O:46])[C:31]2[C:36]([F:37])=[CH:35][CH:34]=[C:33]([NH:38][S:39]([CH2:42][CH2:43][CH3:44])(=[O:40])=[O:41])[C:32]=2[F:45])=[CH:15]1)=[O:11], predict the reactants needed to synthesize it. The reactants are: C(OC([NH:8][C:9]([CH3:48])([CH3:47])[C:10]([O:12][CH2:13][N:14]1[C:18]2=[N:19][CH:20]=[C:21]([C:23]3[CH:28]=[CH:27][C:26]([Cl:29])=[CH:25][CH:24]=3)[CH:22]=[C:17]2[C:16]([C:30](=[O:46])[C:31]2[C:36]([F:37])=[CH:35][CH:34]=[C:33]([NH:38][S:39]([CH2:42][CH2:43][CH3:44])(=[O:41])=[O:40])[C:32]=2[F:45])=[CH:15]1)=[O:11])=O)(C)(C)C.Cl. (4) Given the product [CH3:14][N:13]1[CH:9]=[C:10]([CH:18]=[O:19])[C:11]([CH:15]([F:16])[F:17])=[N:12]1, predict the reactants needed to synthesize it. The reactants are: C(N(CC)CC)C.Cl[C:9]1[N:13]([CH3:14])[N:12]=[C:11]([CH:15]([F:17])[F:16])[C:10]=1[CH:18]=[O:19]. (5) Given the product [CH3:4][C:5]([C:23]1[CH:28]=[CH:27][C:26]([C:29]2[CH:34]=[CH:33][C:32]3[N:31]([C:2]([NH2:1])=[N:36][N:35]=3)[N:30]=2)=[CH:25][CH:24]=1)([C:9]1[CH:14]=[CH:13][C:12]([O:15][CH2:16][C:17]2[CH:22]=[CH:21][CH:20]=[CH:19][N:18]=2)=[CH:11][CH:10]=1)[CH:6]([CH3:8])[CH3:7], predict the reactants needed to synthesize it. The reactants are: [N:1]#[C:2]Br.[CH3:4][C:5]([C:23]1[CH:28]=[CH:27][C:26]([C:29]2[N:30]=[N:31][C:32]([NH:35][NH2:36])=[CH:33][CH:34]=2)=[CH:25][CH:24]=1)([C:9]1[CH:14]=[CH:13][C:12]([O:15][CH2:16][C:17]2[CH:22]=[CH:21][CH:20]=[CH:19][N:18]=2)=[CH:11][CH:10]=1)[CH:6]([CH3:8])[CH3:7]. (6) The reactants are: [F:1][C:2]1([F:17])[C:7](=[O:8])[N:6]([CH3:9])[C:5]2[CH:10]=[CH:11][C:12]([N+:14]([O-])=O)=[CH:13][C:4]=2[O:3]1.[Cl-].[NH4+].C(Cl)Cl. Given the product [F:17][C:2]1([F:1])[C:7](=[O:8])[N:6]([CH3:9])[C:5]2[CH:10]=[CH:11][C:12]([NH2:14])=[CH:13][C:4]=2[O:3]1, predict the reactants needed to synthesize it. (7) Given the product [Cl:21][C:16]1[CH:15]=[C:14]2[C:13](=[CH:18][C:17]=1[O:19][CH3:20])[CH2:12][N:8]([CH2:7][C:6]1[CH:9]=[CH:10][C:3]([O:2][CH3:1])=[CH:4][CH:5]=1)[CH2:22]2, predict the reactants needed to synthesize it. The reactants are: [CH3:1][O:2][C:3]1[CH:10]=[CH:9][C:6]([CH2:7][NH2:8])=[CH:5][CH:4]=1.Br[CH2:12][C:13]1[CH:18]=[C:17]([O:19][CH3:20])[C:16]([Cl:21])=[CH:15][C:14]=1[CH2:22]Br.C([O-])([O-])=O.[Na+].[Na+]. (8) Given the product [Br:1][C:2]1[CH:7]=[N:6][CH:5]=[C:4]([O:8][CH:16]([CH3:18])[CH3:17])[CH:3]=1, predict the reactants needed to synthesize it. The reactants are: [Br:1][C:2]1[CH:3]=[C:4]([OH:8])[CH:5]=[N:6][CH:7]=1.C(=O)([O-])[O-].[K+].[K+].Br[CH:16]([CH3:18])[CH3:17].